This data is from Forward reaction prediction with 1.9M reactions from USPTO patents (1976-2016). The task is: Predict the product of the given reaction. (1) Given the reactants [CH2:1]([N:3]([CH2:32][CH3:33])[C:4](=[O:31])[CH:5]([CH2:22][C:23]1[CH:28]=[CH:27][C:26]([O:29][CH3:30])=[CH:25][CH:24]=1)[C:6]([NH:8][S:9]([C:12]1[CH:21]=[CH:20][C:19]2[C:14](=[CH:15][CH:16]=[CH:17][CH:18]=2)[CH:13]=1)(=[O:11])=[O:10])=[O:7])[CH3:2].[C:34]([C:36]1[CH:37]=[C:38]([N:44]2CCNCC2)[CH:39]=[CH:40][C:41]=1[C:42]#[N:43])#[N:35], predict the reaction product. The product is: [C:34]([C:36]1[CH:37]=[C:38]([N:44]2[CH2:2][CH2:1][N:3]([C:4](=[O:31])[CH:5]([CH2:22][C:23]3[CH:28]=[CH:27][C:26]([O:29][CH3:30])=[CH:25][CH:24]=3)[C:6]([NH:8][S:9]([C:12]3[CH:21]=[CH:20][C:19]4[C:14](=[CH:15][CH:16]=[CH:17][CH:18]=4)[CH:13]=3)(=[O:10])=[O:11])=[O:7])[CH2:32][CH2:33]2)[CH:39]=[CH:40][C:41]=1[C:42]#[N:43])#[N:35]. (2) Given the reactants [OH:1][C:2]([C:5]1[N:9]2[CH:10]=[CH:11][C:12]([C:14]#[N:15])=[CH:13][C:8]2=[N:7][C:6]=1[C:16]([F:19])([F:18])[F:17])([CH3:4])[CH3:3].[C:20]1(O)[CH:25]=[CH:24][CH:23]=[CH:22][CH:21]=1.C1(P(=O)(C2C=CC=CC=2)C2C=CC=CC=2)C=CC=CC=1.N(C(OCC)=O)=NC(OCC)=O, predict the reaction product. The product is: [O:1]([C:2]([C:5]1[N:9]2[CH:10]=[CH:11][C:12]([C:14]#[N:15])=[CH:13][C:8]2=[N:7][C:6]=1[C:16]([F:18])([F:19])[F:17])([CH3:4])[CH3:3])[C:20]1[CH:25]=[CH:24][CH:23]=[CH:22][CH:21]=1. (3) The product is: [NH2:25][C:14]1[N:13]=[C:12]([N:8]2[CH:7]([CH3:26])[CH2:6][C:5]3[C:10](=[CH:11][C:2]([C:35]4[CH:36]=[N:37][N:38]([CH2:40][C:41]([NH2:43])=[O:42])[CH:39]=4)=[CH:3][CH:4]=3)[CH2:9]2)[CH:17]=[C:16]([N:18]2[CH2:23][CH2:22][N:21]([CH3:24])[CH2:20][CH2:19]2)[N:15]=1. Given the reactants Br[C:2]1[CH:11]=[C:10]2[C:5]([CH2:6][CH:7]([CH3:26])[N:8]([C:12]3[CH:17]=[C:16]([N:18]4[CH2:23][CH2:22][N:21]([CH3:24])[CH2:20][CH2:19]4)[N:15]=[C:14]([NH2:25])[N:13]=3)[CH2:9]2)=[CH:4][CH:3]=1.CC1(C)C(C)(C)OB([C:35]2[CH:36]=[N:37][N:38]([CH2:40][C:41]([NH2:43])=[O:42])[CH:39]=2)O1.C(=O)(O)[O-].[Na+], predict the reaction product. (4) Given the reactants [OH:1][C:2]1[CH:9]=[CH:8][C:5]([CH:6]=O)=[CH:4][C:3]=1[CH3:10].[NH2:11][C:12]1[CH:20]=[C:19]([O:21][CH3:22])[CH:18]=[C:17]([O:23][CH3:24])[C:13]=1[C:14]([NH2:16])=[O:15].OS([O-])=O.[Na+].CC1C=CC(S(O)(=O)=O)=CC=1.O, predict the reaction product. The product is: [OH:1][C:2]1[CH:9]=[CH:8][C:5]([C:6]2[NH:16][C:14](=[O:15])[C:13]3[C:12](=[CH:20][C:19]([O:21][CH3:22])=[CH:18][C:17]=3[O:23][CH3:24])[N:11]=2)=[CH:4][C:3]=1[CH3:10]. (5) Given the reactants [OH:1][CH2:2][CH2:3][C:4]#[C:5][C:6]1[CH:11]=[CH:10][C:9]([C:12]2[N:13]=[C:14]3[CH:19]=[C:18]([CH3:20])[CH:17]=[CH:16][N:15]3[CH:21]=2)=[CH:8][CH:7]=1.N1C=CC=CC=1.[CH3:28][S:29](Cl)(=[O:31])=[O:30], predict the reaction product. The product is: [CH3:28][S:29]([O:1][CH2:2][CH2:3][C:4]#[C:5][C:6]1[CH:11]=[CH:10][C:9]([C:12]2[N:13]=[C:14]3[CH:19]=[C:18]([CH3:20])[CH:17]=[CH:16][N:15]3[CH:21]=2)=[CH:8][CH:7]=1)(=[O:31])=[O:30]. (6) Given the reactants [C:1]([O:5][C:6]([N:8]([OH:26])[C:9]1([CH3:25])[C:13](=[O:14])[N:12]([CH3:15])[N:11]=[C:10]1[C:16]1[CH:24]=[CH:23][C:19]([C:20](O)=[O:21])=[CH:18][CH:17]=1)=[O:7])([CH3:4])([CH3:3])[CH3:2].Cl.[NH2:28][CH2:29][C:30]([O:32][C:33]([CH3:36])([CH3:35])[CH3:34])=[O:31], predict the reaction product. The product is: [C:1]([O:5][C:6]([N:8]([OH:26])[C:9]1([CH3:25])[C:13](=[O:14])[N:12]([CH3:15])[N:11]=[C:10]1[C:16]1[CH:17]=[CH:18][C:19]([C:20]([NH:28][CH2:29][C:30]([O:32][C:33]([CH3:36])([CH3:35])[CH3:34])=[O:31])=[O:21])=[CH:23][CH:24]=1)=[O:7])([CH3:3])([CH3:4])[CH3:2]. (7) Given the reactants Br[C:2]1[CH:7]=[C:6]([N+:8]([O-:10])=[O:9])[CH:5]=[CH:4][C:3]=1[NH:11][C:12]([CH3:15])([CH3:14])[CH3:13].[C:16]([Si:18]([CH3:21])([CH3:20])[CH3:19])#[CH:17], predict the reaction product. The product is: [C:12]([NH:11][C:3]1[CH:4]=[CH:5][C:6]([N+:8]([O-:10])=[O:9])=[CH:7][C:2]=1[C:17]#[C:16][Si:18]([CH3:21])([CH3:20])[CH3:19])([CH3:15])([CH3:14])[CH3:13]. (8) Given the reactants [Si]([O:8][CH2:9][CH2:10][N:11]1[CH:19]=[C:18]2[C:13]([CH2:14][CH2:15][C:16]3[C:22]4=[C:23]([NH:27][C:28]5[CH:33]=[CH:32][C:31]([O:34][CH2:35][C:36]6[CH:41]=[CH:40][CH:39]=[C:38]([F:42])[CH:37]=6)=[C:30]([Cl:43])[CH:29]=5)[N:24]=[CH:25][N:26]=[C:21]4[S:20][C:17]=32)=[N:12]1)(C(C)(C)C)(C)C.Cl, predict the reaction product. The product is: [Cl:43][C:30]1[CH:29]=[C:28]([NH:27][C:23]2[C:22]3[C:16]4[CH2:15][CH2:14][C:13]5[C:18](=[CH:19][N:11]([CH2:10][CH2:9][OH:8])[N:12]=5)[C:17]=4[S:20][C:21]=3[N:26]=[CH:25][N:24]=2)[CH:33]=[CH:32][C:31]=1[O:34][CH2:35][C:36]1[CH:41]=[CH:40][CH:39]=[C:38]([F:42])[CH:37]=1. (9) Given the reactants [C:1]([O:5][C:6]([N:8]1[CH2:13][CH2:12][N:11]([C:14]2[N:22]([C:23]3[CH:28]=[CH:27][CH:26]=[CH:25][C:24]=3[O:29][CH3:30])[C:21]3[C:20](=[O:31])[N:19]([CH2:32][C:33]([O:35]CC)=[O:34])[C:18](=[O:38])[N:17]([CH3:39])[C:16]=3[N:15]=2)[CH2:10][CH2:9]1)=[O:7])([CH3:4])([CH3:3])[CH3:2].[OH-].[Na+].Cl, predict the reaction product. The product is: [C:1]([O:5][C:6]([N:8]1[CH2:13][CH2:12][N:11]([C:14]2[N:22]([C:23]3[CH:28]=[CH:27][CH:26]=[CH:25][C:24]=3[O:29][CH3:30])[C:21]3[C:20](=[O:31])[N:19]([CH2:32][C:33]([OH:35])=[O:34])[C:18](=[O:38])[N:17]([CH3:39])[C:16]=3[N:15]=2)[CH2:10][CH2:9]1)=[O:7])([CH3:3])([CH3:4])[CH3:2].